This data is from Peptide-MHC class I binding affinity with 185,985 pairs from IEDB/IMGT. The task is: Regression. Given a peptide amino acid sequence and an MHC pseudo amino acid sequence, predict their binding affinity value. This is MHC class I binding data. (1) The peptide sequence is WPTVRERM. The MHC is HLA-A03:01 with pseudo-sequence HLA-A03:01. The binding affinity (normalized) is 0. (2) The binding affinity (normalized) is 0.433. The MHC is Patr-B1301 with pseudo-sequence Patr-B1301. The peptide sequence is EYADVFHLYL. (3) The peptide sequence is STYQFSLMQ. The MHC is HLA-A03:01 with pseudo-sequence HLA-A03:01. The binding affinity (normalized) is 0.0847. (4) The binding affinity (normalized) is 0.557. The peptide sequence is YTITSLFSL. The MHC is HLA-A32:15 with pseudo-sequence HLA-A32:15. (5) The peptide sequence is YVSPTEMVDV. The MHC is HLA-A02:06 with pseudo-sequence HLA-A02:06. The binding affinity (normalized) is 0.848. (6) The peptide sequence is LYIAENGEL. The MHC is HLA-A24:02 with pseudo-sequence HLA-A24:02. The binding affinity (normalized) is 0.313. (7) The peptide sequence is TAWQSVGHM. The MHC is HLA-A02:01 with pseudo-sequence HLA-A02:01. The binding affinity (normalized) is 0.